This data is from Catalyst prediction with 721,799 reactions and 888 catalyst types from USPTO. The task is: Predict which catalyst facilitates the given reaction. (1) Reactant: [CH2:1]([C:3]1[N:11]=[C:10]([O:12][CH3:13])[C:9]([NH:14][C:15]([N:17]2[CH2:22][CH2:21][N:20]([C:23]3[CH:28]=[CH:27][CH:26]=[CH:25][CH:24]=3)[CH2:19][CH2:18]2)=[O:16])=[CH:8][C:4]=1[C:5](O)=[O:6])C.C1CCC(N=C=NC2CCCCC2)CC1.[CH:44]1[C:57]2[C:48](=[N:49][C:50]3[C:55]([C:56]=2[NH:58][C:59]2[CH:60]=[C:61]([NH:67][C:68](=[O:72])[CH:69]([NH2:71])[CH3:70])[CH:62]=[C:63]([CH2:65][OH:66])[CH:64]=2)=[CH:54][CH:53]=[CH:52][CH:51]=3)[CH:47]=[CH:46][CH:45]=1. Product: [CH:54]1[C:55]2[C:50](=[N:49][C:48]3[C:57]([C:56]=2[NH:58][C:59]2[CH:60]=[C:61]([NH:67][C:68]([CH:69]([NH:71][C:5]([C:4]4[CH:8]=[C:9]([NH:14][C:15]([N:17]5[CH2:22][CH2:21][N:20]([C:23]6[CH:28]=[CH:27][CH:26]=[CH:25][CH:24]=6)[CH2:19][CH2:18]5)=[O:16])[C:10]([O:12][CH3:13])=[N:11][C:3]=4[CH3:1])=[O:6])[CH3:70])=[O:72])[CH:62]=[C:63]([CH2:65][OH:66])[CH:64]=2)=[CH:44][CH:45]=[CH:46][CH:47]=3)[CH:51]=[CH:52][CH:53]=1. The catalyst class is: 383. (2) Reactant: [H-].[Na+].[F:3][C:4]1[CH:9]=[CH:8][C:7]([OH:10])=[CH:6][CH:5]=1.Cl[C:12]1[CH:17]=[CH:16][C:15]([C:18]2[O:19][C:20]3[N:21]=[CH:22][N:23]=[CH:24][C:25]=3[N:26]=2)=[CH:14][C:13]=1[C:27]#[N:28].O. Product: [C:27]([C:13]1[CH:14]=[C:15]([C:18]2[O:19][C:20]3[N:21]=[CH:22][N:23]=[CH:24][C:25]=3[N:26]=2)[CH:16]=[CH:17][C:12]=1[O:10][C:7]1[CH:8]=[CH:9][C:4]([F:3])=[CH:5][CH:6]=1)#[N:28]. The catalyst class is: 16. (3) Reactant: [Cl:1][C:2]1[CH:7]=[CH:6][C:5]([CH2:8][CH2:9][O:10][C:11]2[N:12]=[C:13]([NH2:50])[C:14]3[N:15]=[CH:16][N:17]([C:48]=3[N:49]=2)[C@@H:18]2[O:47][C@H:37]([CH2:38][O:39][Si](C(C)(C)C)(C)C)[C@@H:28]([O:29][Si](C(C)(C)C)(C)C)[C@H:19]2[O:20][Si](C(C)(C)C)(C)C)=[CH:4][CH:3]=1.F.F.F.C(N(CC)CC)C. Product: [Cl:1][C:2]1[CH:3]=[CH:4][C:5]([CH2:8][CH2:9][O:10][C:11]2[N:12]=[C:13]([NH2:50])[C:14]3[N:15]=[CH:16][N:17]([C:48]=3[N:49]=2)[C@@H:18]2[O:47][C@H:37]([CH2:38][OH:39])[C@@H:28]([OH:29])[C@H:19]2[OH:20])=[CH:6][CH:7]=1. The catalyst class is: 5. (4) Reactant: [NH2:1][C:2]1[CH:3]=[CH:4][C:5]([N:9]2[C:13](=[O:14])[CH2:12][C@@H:11]([NH:15][C:16](=[O:25])[O:17][CH2:18][C:19]3[CH:24]=[CH:23][CH:22]=[CH:21][CH:20]=3)[CH2:10]2)=[N:6][C:7]=1[CH3:8].[Cl:26][CH2:27][CH2:28][O:29][CH2:30][C:31](Cl)=[O:32].C(N(CC)CC)C.O. Product: [Cl:26][CH2:27][CH2:28][O:29][CH2:30][C:31]([NH:1][C:2]1[CH:3]=[CH:4][C:5]([N:9]2[C:13](=[O:14])[CH2:12][C@@H:11]([NH:15][C:16](=[O:25])[O:17][CH2:18][C:19]3[CH:20]=[CH:21][CH:22]=[CH:23][CH:24]=3)[CH2:10]2)=[N:6][C:7]=1[CH3:8])=[O:32]. The catalyst class is: 1. (5) Reactant: [F:1][C:2]1[C:3]([CH:11]=[O:12])=[CH:4][C:5]2[O:9][CH2:8][O:7][C:6]=2[CH:10]=1.[BH4-].[Na+]. The catalyst class is: 191. Product: [F:1][C:2]1[C:3]([CH2:11][OH:12])=[CH:4][C:5]2[O:9][CH2:8][O:7][C:6]=2[CH:10]=1. (6) Reactant: C(OC([NH:8][N:9]([C:24]([C:26]1[C:35](=[O:36])[C:34]2[C:29](=[CH:30][C:31]([Cl:37])=[CH:32][CH:33]=2)[NH:28][C:27]=1[C:38](N1CCCC1)=[O:39])=[O:25])[CH2:10][C:11]1[O:12][C:13]([C:16]2[CH:21]=[CH:20][C:19]([O:22][CH3:23])=[CH:18][CH:17]=2)=[N:14][N:15]=1)=O)(C)(C)C.CS(O)(=O)=O.C(OCC)C.O. Product: [Cl:37][C:31]1[CH:32]=[CH:33][C:34]2[C:35](=[O:36])[C:26]3[C:24](=[O:25])[N:9]([CH2:10][C:11]4[O:12][C:13]([C:16]5[CH:21]=[CH:20][C:19]([O:22][CH3:23])=[CH:18][CH:17]=5)=[N:14][N:15]=4)[N:8]=[C:38]([OH:39])[C:27]=3[NH:28][C:29]=2[CH:30]=1. The catalyst class is: 1.